Dataset: Full USPTO retrosynthesis dataset with 1.9M reactions from patents (1976-2016). Task: Predict the reactants needed to synthesize the given product. The reactants are: [NH2:1][C@H:2]1[C:11]2[C:6](=[CH:7][CH:8]=[C:9]([F:12])[CH:10]=2)[N:5]([C:13](=[O:15])[CH3:14])[C@@H:4]([CH:16]2[CH2:18][CH2:17]2)[C@@H:3]1[CH3:19].CC(C)([O-])C.[Na+].Cl[C:27]1[C:32]([O:33][CH3:34])=[N:31][CH:30]=[CH:29][N:28]=1. Given the product [CH:16]1([C@H:4]2[C@H:3]([CH3:19])[C@@H:2]([NH:1][C:27]3[C:32]([O:33][CH3:34])=[N:31][CH:30]=[CH:29][N:28]=3)[C:11]3[C:6](=[CH:7][CH:8]=[C:9]([F:12])[CH:10]=3)[N:5]2[C:13](=[O:15])[CH3:14])[CH2:18][CH2:17]1, predict the reactants needed to synthesize it.